Dataset: Forward reaction prediction with 1.9M reactions from USPTO patents (1976-2016). Task: Predict the product of the given reaction. (1) Given the reactants [Br:1][C:2]1[CH:29]=[CH:28][C:27]([F:30])=[CH:26][C:3]=1[O:4][CH:5]1[CH2:10][CH2:9][N:8]([C:11]2[S:15][C:14]([C:16]3[N:21]=[CH:20][C:19]([C:22]([O:24]C)=[O:23])=[CH:18][N:17]=3)=[N:13][N:12]=2)[CH2:7][CH2:6]1.[OH-].[Na+].Cl, predict the reaction product. The product is: [Br:1][C:2]1[CH:29]=[CH:28][C:27]([F:30])=[CH:26][C:3]=1[O:4][CH:5]1[CH2:10][CH2:9][N:8]([C:11]2[S:15][C:14]([C:16]3[N:21]=[CH:20][C:19]([C:22]([OH:24])=[O:23])=[CH:18][N:17]=3)=[N:13][N:12]=2)[CH2:7][CH2:6]1. (2) The product is: [CH2:6]1[C@@H:5]2[CH2:4][C:3]3[C:8]([C:9]([OH:11])=[O:10])=[N:25][NH:26][C:2]=3[C@H:1]12. Given the reactants [C@@H:1]12[CH2:6][C@@H:5]1[CH2:4][CH2:3][C:2]2=O.[C:8](OCC)(=O)[C:9]([O:11]CC)=[O:10].CC(C)([O-])C.[K+].Cl.[NH2:25][NH2:26].[Li+].[OH-].Cl, predict the reaction product. (3) Given the reactants [CH3:1][C:2]1[CH:7]=[CH:6][N:5]=[CH:4][C:3]=1[C:8]1[S:9][CH:10]=[C:11]([C:13]2[CH:18]=[CH:17][CH:16]=[C:15](Br)[CH:14]=2)[N:12]=1.[CH2:20]([NH:22][CH2:23][CH3:24])[CH3:21].CC([O-])(C)C.[Na+].C1(P(C2C=CC=CC=2)C2C=CC3C(=CC=CC=3)C=2C2C3C(=CC=CC=3)C=CC=2P(C2C=CC=CC=2)C2C=CC=CC=2)C=CC=CC=1, predict the reaction product. The product is: [CH3:1][C:2]1[CH:7]=[CH:6][N:5]=[CH:4][C:3]=1[C:8]1[S:9][CH:10]=[C:11]([C:13]2[CH:18]=[CH:17][CH:16]=[C:15]([N:22]([CH2:23][CH3:24])[CH2:20][CH3:21])[CH:14]=2)[N:12]=1. (4) Given the reactants [Br:1][C:2]1[C:3]([OH:11])=[C:4]([OH:10])[CH:5]=[C:6]([CH:9]=1)[CH:7]=[O:8].[CH3:12][O:13][C:14]1[CH:15]=[C:16]([CH:19]=[CH:20][CH:21]=1)[CH2:17]Br.[C:22](=[O:25])([O-])[O-].[K+].[K+], predict the reaction product. The product is: [Br:1][C:2]1[CH:9]=[C:6]([CH:5]=[C:4]([O:10][CH2:7][C:6]2[CH:9]=[CH:2][CH:3]=[C:4]([O:25][CH3:22])[CH:5]=2)[C:3]=1[O:11][CH2:17][C:16]1[CH:19]=[CH:20][CH:21]=[C:14]([O:13][CH3:12])[CH:15]=1)[CH:7]=[O:8]. (5) The product is: [Br:23][CH2:12][C:6]([C:5]1[CH:4]=[N:3][C:2]([Cl:1])=[CH:10][CH:9]=1)=[O:7]. Given the reactants [Cl:1][C:2]1[CH:10]=[CH:9][C:5]([C:6](Cl)=[O:7])=[CH:4][N:3]=1.O1CCC[CH2:12]1.C[Si](C=[N+]=[N-])(C)C.[BrH:23], predict the reaction product. (6) Given the reactants [Br:1][C:2]1[CH:10]=[CH:9][CH:8]=[C:7]2[C:3]=1[CH:4]=[CH:5][NH:6]2.[H-].[Na+].I[CH3:14], predict the reaction product. The product is: [Br:1][C:2]1[CH:10]=[CH:9][CH:8]=[C:7]2[C:3]=1[CH:4]=[CH:5][N:6]2[CH3:14].